Dataset: Full USPTO retrosynthesis dataset with 1.9M reactions from patents (1976-2016). Task: Predict the reactants needed to synthesize the given product. (1) Given the product [CH3:10][O:11][C:12]1[CH:29]=[C:28]([O:30][CH3:31])[CH:27]=[CH:26][C:13]=1[CH2:14][N:15]1[C:16]2[C:2](=[N:18][CH:19]=[CH:20][N:21]=2)[C:3](=[O:4])[NH:5][C:6]1=[O:7], predict the reactants needed to synthesize it. The reactants are: Cl[C:2](Cl)(Cl)[C:3]([N:5]=[C:6]=[O:7])=[O:4].[CH3:10][O:11][C:12]1[CH:29]=[C:28]([O:30][CH3:31])[CH:27]=[CH:26][C:13]=1[CH2:14][NH:15][C:16]1C(C(OC)=O)=[N:18][CH:19]=[CH:20][N:21]=1.C[O-].[Na+].O. (2) Given the product [Cl:1][C:2]1[C:3]([CH3:9])=[C:4]([N+:10]([O-:12])=[O:11])[C:5]([NH2:8])=[N:6][CH:7]=1, predict the reactants needed to synthesize it. The reactants are: [Cl:1][C:2]1[C:3]([CH3:9])=[CH:4][C:5]([NH2:8])=[N:6][CH:7]=1.[N+:10]([O-])([OH:12])=[O:11].[OH-].[NH4+]. (3) Given the product [CH3:18][O:17][C:9]1[CH:10]=[C:11]([N+:14]([O-:16])=[O:15])[CH:12]=[C:13]2[C:8]=1[NH:7][CH:6]=[C:5]([C:19]#[N:20])[C:4]2=[O:21], predict the reactants needed to synthesize it. The reactants are: C(O[C:4](=[O:21])[C:5]([C:19]#[N:20])=[CH:6][NH:7][C:8]1[CH:13]=[CH:12][C:11]([N+:14]([O-:16])=[O:15])=[CH:10][C:9]=1[O:17][CH3:18])C. (4) Given the product [S:14]1[C:18]2[CH:19]=[CH:20][CH:21]=[CH:22][C:17]=2[CH:16]=[C:15]1[CH:23]([C:2]1[CH:7]=[CH:6][CH:5]=[CH:4][C:3]=1[Cl:8])[NH:24][S:25]([C:28]1[CH:38]=[CH:37][C:31]2[O:32][CH2:33][CH2:34][CH2:35][O:36][C:30]=2[CH:29]=1)(=[O:26])=[O:27], predict the reactants needed to synthesize it. The reactants are: Br[C:2]1[CH:7]=[CH:6][CH:5]=[CH:4][C:3]=1[Cl:8].C([Li])CCC.[S:14]1[C:18]2[CH:19]=[CH:20][CH:21]=[CH:22][C:17]=2[CH:16]=[C:15]1[CH:23]=[N:24][S:25]([C:28]1[CH:38]=[CH:37][C:31]2[O:32][CH2:33][CH2:34][CH2:35][O:36][C:30]=2[CH:29]=1)(=[O:27])=[O:26].[Cl-].[NH4+]. (5) Given the product [NH2:1][C:2]1[N:7]=[CH:6][C:5]2[CH:8]([C:11]([O:13][CH3:14])=[O:12])[CH2:9][CH2:10][C:4]=2[CH:3]=1, predict the reactants needed to synthesize it. The reactants are: [NH2:1][C:2]1[N:7]=[CH:6][C:5]2[CH:8]([C:11]([OH:13])=[O:12])[CH2:9][CH2:10][C:4]=2[CH:3]=1.[CH3:14][Si](C=[N+]=[N-])(C)C. (6) Given the product [ClH:40].[Cl:40][C:36]1[CH:35]=[C:34]([C@@H:32]([OH:33])[CH2:31][NH:8][CH2:9][CH2:10][C:11]2[CH:12]=[CH:13][C:14]([S:17]([C:20]3[CH:21]=[CH:22][C:23]([NH:29][CH3:30])=[C:24]([CH:28]=3)[C:25]([OH:27])=[O:26])(=[O:18])=[O:19])=[CH:15][CH:16]=2)[CH:39]=[CH:38][CH:37]=1, predict the reactants needed to synthesize it. The reactants are: C(OC([N:8]([CH2:31][C@@H:32]([C:34]1[CH:39]=[CH:38][CH:37]=[C:36]([Cl:40])[CH:35]=1)[OH:33])[CH2:9][CH2:10][C:11]1[CH:16]=[CH:15][C:14]([S:17]([C:20]2[CH:21]=[CH:22][C:23]([NH:29][CH3:30])=[C:24]([CH:28]=2)[C:25]([OH:27])=[O:26])(=[O:19])=[O:18])=[CH:13][CH:12]=1)=O)(C)(C)C.Cl. (7) Given the product [CH3:1][C:2]1([CH3:9])[CH2:7][CH2:6][CH:5]([C:12]([O:11][CH3:10])=[O:13])[C:4](=[O:8])[CH2:3]1, predict the reactants needed to synthesize it. The reactants are: [CH3:1][C:2]1([CH3:9])[CH2:7][CH2:6][CH2:5][C:4](=[O:8])[CH2:3]1.[CH3:10][O:11][C:12](=O)[O:13]C.[H-].[Na+]. (8) Given the product [C:1]([O:5][C:6](=[O:31])[NH:7][CH2:8][C:9]1[N:10]([CH3:30])[C:11](=[O:29])[C:12]2[C:17]([C:18]=1[C:19]1[CH:24]=[CH:23][CH:22]=[C:21]([NH2:25])[CH:20]=1)=[CH:16][C:15]([Cl:28])=[CH:14][CH:13]=2)([CH3:4])([CH3:3])[CH3:2], predict the reactants needed to synthesize it. The reactants are: [C:1]([O:5][C:6](=[O:31])[NH:7][CH2:8][C:9]1[N:10]([CH3:30])[C:11](=[O:29])[C:12]2[C:17]([C:18]=1[C:19]1[CH:24]=[CH:23][CH:22]=[C:21]([N+:25]([O-])=O)[CH:20]=1)=[CH:16][C:15]([Cl:28])=[CH:14][CH:13]=2)([CH3:4])([CH3:3])[CH3:2].C(=O)([O-])[O-].[K+].[K+].S(S([O-])=O)([O-])=O.[Na+].[Na+]. (9) Given the product [C:18]1([CH2:24][CH2:25][CH2:26][N:2]2[CH2:3][CH2:4][CH:5]([O:8][C:9]3[CH:17]=[CH:16][C:12]([C:13]([NH2:15])=[O:14])=[CH:11][CH:10]=3)[CH2:6][CH2:7]2)[CH:23]=[CH:22][CH:21]=[CH:20][CH:19]=1, predict the reactants needed to synthesize it. The reactants are: Cl.[NH:2]1[CH2:7][CH2:6][CH:5]([O:8][C:9]2[CH:17]=[CH:16][C:12]([C:13]([NH2:15])=[O:14])=[CH:11][CH:10]=2)[CH2:4][CH2:3]1.[C:18]1([CH2:24][CH2:25][CH:26]=O)[CH:23]=[CH:22][CH:21]=[CH:20][CH:19]=1.C(O[BH-](OC(=O)C)OC(=O)C)(=O)C.